This data is from NCI-60 drug combinations with 297,098 pairs across 59 cell lines. The task is: Regression. Given two drug SMILES strings and cell line genomic features, predict the synergy score measuring deviation from expected non-interaction effect. (1) Drug 1: C1=NC2=C(N1)C(=S)N=C(N2)N. Drug 2: CCC1(C2=C(COC1=O)C(=O)N3CC4=CC5=C(C=CC(=C5CN(C)C)O)N=C4C3=C2)O.Cl. Cell line: MCF7. Synergy scores: CSS=36.3, Synergy_ZIP=-4.58, Synergy_Bliss=-3.96, Synergy_Loewe=-3.83, Synergy_HSA=-1.84. (2) Drug 1: CC1CCC2CC(C(=CC=CC=CC(CC(C(=O)C(C(C(=CC(C(=O)CC(OC(=O)C3CCCCN3C(=O)C(=O)C1(O2)O)C(C)CC4CCC(C(C4)OC)O)C)C)O)OC)C)C)C)OC. Drug 2: C1=CC=C(C(=C1)C(C2=CC=C(C=C2)Cl)C(Cl)Cl)Cl. Cell line: SW-620. Synergy scores: CSS=-1.58, Synergy_ZIP=1.71, Synergy_Bliss=2.60, Synergy_Loewe=-0.927, Synergy_HSA=-0.649. (3) Drug 1: CC=C1C(=O)NC(C(=O)OC2CC(=O)NC(C(=O)NC(CSSCCC=C2)C(=O)N1)C(C)C)C(C)C. Drug 2: C1CN(CCN1C(=O)CCBr)C(=O)CCBr. Cell line: CCRF-CEM. Synergy scores: CSS=81.6, Synergy_ZIP=0.0460, Synergy_Bliss=0.0258, Synergy_Loewe=-0.821, Synergy_HSA=1.82.